From a dataset of Full USPTO retrosynthesis dataset with 1.9M reactions from patents (1976-2016). Predict the reactants needed to synthesize the given product. (1) Given the product [Cl:25][C:26]1[N:27]=[N:28][C:29]([NH:32][N:33]=[CH:23][C:21]2[O:22][C:18]([O:17][C:10]3[C:11]4[C:16](=[CH:15][CH:14]=[CH:13][CH:12]=4)[N:8]([CH2:1][C:2]4[CH:3]=[CH:4][CH:5]=[CH:6][CH:7]=4)[N:9]=3)=[CH:19][CH:20]=2)=[CH:30][CH:31]=1, predict the reactants needed to synthesize it. The reactants are: [CH2:1]([N:8]1[C:16]2[C:11](=[CH:12][CH:13]=[CH:14][CH:15]=2)[C:10]([O:17][C:18]2[O:22][C:21]([CH:23]=O)=[CH:20][CH:19]=2)=[N:9]1)[C:2]1[CH:7]=[CH:6][CH:5]=[CH:4][CH:3]=1.[Cl:25][C:26]1[N:27]=[N:28][C:29]([NH:32][NH2:33])=[CH:30][CH:31]=1. (2) Given the product [NH:1]1[C:9]2[C:4](=[CH:5][C:6]([O:10][C:11]3[CH:20]=[C:19]([N:21]4[CH2:26][CH2:25][N:24]([CH2:27][C:28]5[CH2:33][CH:32]([OH:34])[CH2:31][CH2:30][C:29]=5[C:35]5[CH:36]=[CH:37][C:38]([Cl:41])=[CH:39][CH:40]=5)[CH2:23][CH2:22]4)[CH:18]=[CH:17][C:12]=3[C:13]([OH:15])=[O:14])=[CH:7][CH:8]=2)[CH:3]=[CH:2]1, predict the reactants needed to synthesize it. The reactants are: [NH:1]1[C:9]2[C:4](=[CH:5][C:6]([O:10][C:11]3[CH:20]=[C:19]([N:21]4[CH2:26][CH2:25][N:24]([CH2:27][C:28]5[CH2:33][CH:32]([OH:34])[CH2:31][CH2:30][C:29]=5[C:35]5[CH:40]=[CH:39][C:38]([Cl:41])=[CH:37][CH:36]=5)[CH2:23][CH2:22]4)[CH:18]=[CH:17][C:12]=3[C:13]([O:15]C)=[O:14])=[CH:7][CH:8]=2)[CH:3]=[CH:2]1.Cl.C(OCC)(=O)C. (3) Given the product [CH3:20][C:21]1[N:22]=[N:23][S:24][C:25]=1[C:26]1[O:15][C:13]([CH2:12][N:8]2[C:9]3[C:5](=[C:4]([C:16]([F:19])([F:18])[F:17])[C:3]([C:1]#[N:2])=[CH:11][CH:10]=3)[CH:6]=[CH:7]2)=[N:29][N:28]=1, predict the reactants needed to synthesize it. The reactants are: [C:1]([C:3]1[C:4]([C:16]([F:19])([F:18])[F:17])=[C:5]2[C:9](=[CH:10][CH:11]=1)[N:8]([CH2:12][C:13]([OH:15])=O)[CH:7]=[CH:6]2)#[N:2].[CH3:20][C:21]1[N:22]=[N:23][S:24][C:25]=1[C:26]([NH:28][NH2:29])=O. (4) Given the product [CH3:11][O:10][C:8]([C:5]1[CH:4]=[CH:3][C:2]([CH3:1])=[CH:7][N+:6]=1[O-:20])=[O:9], predict the reactants needed to synthesize it. The reactants are: [CH3:1][C:2]1[CH:3]=[CH:4][C:5]([C:8]([O:10][CH3:11])=[O:9])=[N:6][CH:7]=1.ClC1C=C(C(OO)=[O:20])C=CC=1. (5) Given the product [N:23]1[CH:24]=[CH:25][CH:26]=[C:21]([C:12]2[C@:13]3([CH2:15][CH2:16][C@H:17]4[C@@H:8]([CH2:7][CH2:6][C:5]5[CH:4]=[C:3]([OH:2])[CH:20]=[CH:19][C:18]=54)[C@@H:9]3[CH2:10][CH:11]=2)[CH3:14])[CH:22]=1, predict the reactants needed to synthesize it. The reactants are: C[O:2][C:3]1[CH:20]=[CH:19][C:18]2[C@@H:17]3[C@H:8]([C@H:9]4[C@@:13]([CH2:15][CH2:16]3)([CH3:14])[C:12]([C:21]3[CH:22]=[N:23][CH:24]=[CH:25][CH:26]=3)=[CH:11][CH2:10]4)[CH2:7][CH2:6][C:5]=2[CH:4]=1.B(Br)(Br)Br.N1C(C)=CC=CC=1C. (6) Given the product [CH:21]([C:2]1[CH:3]=[C:4]([O:8][CH:9]([CH2:19][CH3:20])[C:10]([NH:12][C:13]([CH3:18])([CH3:17])[C:14]#[C:15][CH3:16])=[O:11])[CH:5]=[N:6][CH:7]=1)=[CH2:22], predict the reactants needed to synthesize it. The reactants are: Br[C:2]1[CH:3]=[C:4]([O:8][CH:9]([CH2:19][CH3:20])[C:10]([NH:12][C:13]([CH3:18])([CH3:17])[C:14]#[C:15][CH3:16])=[O:11])[CH:5]=[N:6][CH:7]=1.[CH2:21](C([Sn])=C(CCCC)CCCC)[CH2:22]CC.C(OCC)C. (7) Given the product [Cl:1][C:2]1[CH:3]=[C:4]([CH2:5][OH:6])[CH:7]=[CH:8][C:9]=1[O:10][CH:11]([CH3:13])[CH3:12], predict the reactants needed to synthesize it. The reactants are: [Cl:1][C:2]1[CH:3]=[C:4]([CH:7]=[CH:8][C:9]=1[O:10][CH:11]([CH3:13])[CH3:12])[CH:5]=[O:6].[BH4-].[Na+].